Dataset: Ames mutagenicity test results for genotoxicity prediction. Task: Regression/Classification. Given a drug SMILES string, predict its toxicity properties. Task type varies by dataset: regression for continuous values (e.g., LD50, hERG inhibition percentage) or binary classification for toxic/non-toxic outcomes (e.g., AMES mutagenicity, cardiotoxicity, hepatotoxicity). Dataset: ames. (1) The result is 1 (mutagenic). The compound is C1=C[C@H]2O[C@H]2c2cc3ccc4cccc5ccc(c21)c3c45. (2) The molecule is Cc1ccc2nsc(NC(=O)CCl)c2c1. The result is 1 (mutagenic).